This data is from Catalyst prediction with 721,799 reactions and 888 catalyst types from USPTO. The task is: Predict which catalyst facilitates the given reaction. (1) The catalyst class is: 5. Product: [CH3:17][O:18][C:19]([C:21]1[O:1][NH:2][C:3](=[O:4])[CH:22]=1)=[O:20]. Reactant: [OH:1][NH:2][C:3](N)=[O:4].N12CCCCC1C=NCCC2.[CH3:17][O:18][C:19]([C:21]#[C:22]C(OC)=O)=[O:20].Cl. (2) Reactant: [CH2:1]([C:3]1[CH:12]=[CH:11][C:10]2[C:5](=[C:6]([O:22][CH3:23])[CH:7]=[CH:8][C:9]=2[C:13](=O)[C:14]([CH3:20])([CH3:19])[C:15](OC)=[O:16])[N:4]=1)[CH3:2].C(O)(=O)C.O.[NH2:29][NH2:30].O. Product: [CH2:1]([C:3]1[CH:12]=[CH:11][C:10]2[C:5](=[C:6]([O:22][CH3:23])[CH:7]=[CH:8][C:9]=2[C:13]2[C:14]([CH3:20])([CH3:19])[C:15](=[O:16])[NH:30][N:29]=2)[N:4]=1)[CH3:2]. The catalyst class is: 8. (3) Product: [O:1]1[C:10]2[CH:9]=[C:8]([CH2:11][NH:12][C:13]3([C:26]([NH:28][CH3:29])=[O:27])[CH2:14][CH2:15][NH:16][CH2:17][CH2:18]3)[N:7]=[CH:6][C:5]=2[O:4][CH2:3][CH2:2]1. The catalyst class is: 4. Reactant: [O:1]1[C:10]2[CH:9]=[C:8]([CH2:11][NH:12][C:13]3([C:26]([NH:28][CH3:29])=[O:27])[CH2:18][CH2:17][N:16](C(OC(C)(C)C)=O)[CH2:15][CH2:14]3)[N:7]=[CH:6][C:5]=2[O:4][CH2:3][CH2:2]1.FC(F)(F)C(O)=O. (4) Reactant: [CH3:1][C:2]1[C:10]2[S:9][CH:8]=[CH:7][C:6]=2[CH:5]=[CH:4][C:3]=1[C:11]([O:13]C)=[O:12].[OH-].[Na+]. Product: [CH3:1][C:2]1[C:10]2[S:9][CH:8]=[CH:7][C:6]=2[CH:5]=[CH:4][C:3]=1[C:11]([OH:13])=[O:12]. The catalyst class is: 24. (5) Reactant: [OH:1][C:2]1[C:3]2[NH:10][CH:9]=[C:8]([CH2:11][NH:12][CH2:13][CH:14]([CH:18]3[CH2:22][O:21]C(C)(C)[O:19]3)[CH2:15][S:16][CH3:17])[C:4]=2[N:5]=[CH:6][N:7]=1.C(Cl)(=O)C. Product: [OH:19][CH:18]([CH2:22][OH:21])[CH:14]([CH2:15][S:16][CH3:17])[CH2:13][NH:12][CH2:11][C:8]1[C:4]2[N:5]=[CH:6][NH:7][C:2](=[O:1])[C:3]=2[NH:10][CH:9]=1. The catalyst class is: 5. (6) Reactant: [Br:1][C:2]1[CH:3]=[CH:4][C:5]([F:11])=[C:6]([CH:10]=1)[C:7](O)=[O:8].C(Cl)(=O)C(Cl)=O.Cl.[CH3:19][NH:20][O:21][CH3:22].C(N(CC)CC)C.Cl. Product: [Br:1][C:2]1[CH:3]=[CH:4][C:5]([F:11])=[C:6]([CH:10]=1)[C:7]([N:20]([O:21][CH3:22])[CH3:19])=[O:8]. The catalyst class is: 59.